Dataset: Full USPTO retrosynthesis dataset with 1.9M reactions from patents (1976-2016). Task: Predict the reactants needed to synthesize the given product. (1) Given the product [CH3:27][O:26][C:20]1[CH:19]=[C:18]([CH:23]=[CH:22][C:21]=1[O:24][CH3:25])[C:17]([NH:16][C:9]1[C:10]2[C:15](=[CH:14][CH:13]=[CH:12][CH:11]=2)[C:6]([C:4]([OH:5])=[O:3])=[CH:7][CH:8]=1)=[O:28], predict the reactants needed to synthesize it. The reactants are: C([O:3][C:4]([C:6]1[C:15]2[C:10](=[CH:11][CH:12]=[CH:13][CH:14]=2)[C:9]([NH:16][C:17](=[O:28])[C:18]2[CH:23]=[CH:22][C:21]([O:24][CH3:25])=[C:20]([O:26][CH3:27])[CH:19]=2)=[CH:8][CH:7]=1)=[O:5])C.[OH-].[Na+]. (2) Given the product [CH2:1]([O:3][C:4]([C:6]1([C:9]2[CH:14]=[CH:13][C:12]([C:15]3[CH:20]=[CH:19][C:18]([C:21]4[O:25][N:24]=[C:23]([CH3:26])[C:22]=4[NH:27][C:28]4[CH:33]=[CH:32][CH:31]=[C:30]([N:36]([CH3:35])[C:37]5[CH:42]=[CH:41][CH:40]=[CH:39][CH:38]=5)[N:29]=4)=[CH:17][CH:16]=3)=[CH:11][CH:10]=2)[CH2:8][CH2:7]1)=[O:5])[CH3:2], predict the reactants needed to synthesize it. The reactants are: [CH2:1]([O:3][C:4]([C:6]1([C:9]2[CH:14]=[CH:13][C:12]([C:15]3[CH:20]=[CH:19][C:18]([C:21]4[O:25][N:24]=[C:23]([CH3:26])[C:22]=4[NH:27][C:28]4[CH:33]=[CH:32][CH:31]=[C:30](Br)[N:29]=4)=[CH:17][CH:16]=3)=[CH:11][CH:10]=2)[CH2:8][CH2:7]1)=[O:5])[CH3:2].[CH3:35][NH:36][C:37]1[CH:42]=[CH:41][CH:40]=[CH:39][CH:38]=1. (3) Given the product [Br:1][C:2]1[CH:3]=[C:4]([CH:8]([C:9]2[NH:21][C:17]3[CH:18]=[C:19]([F:20])[C:14]([F:13])=[CH:15][C:16]=3[N:22]=2)[OH:12])[CH:5]=[CH:6][CH:7]=1, predict the reactants needed to synthesize it. The reactants are: [Br:1][C:2]1[CH:3]=[C:4]([CH:8]([OH:12])[C:9](O)=O)[CH:5]=[CH:6][CH:7]=1.[F:13][C:14]1[C:19]([F:20])=[CH:18][C:17]([NH2:21])=[C:16]([NH2:22])[CH:15]=1.[OH-].[Na+]. (4) Given the product [C:20]([OH:21])(=[O:27])[CH3:19].[C:2]([C:4]1[CH:9]=[CH:8][CH:7]=[CH:6][C:5]=1[S:10]([O:13][C:14]1[CH:15]=[C:16]([CH:22]=[C:23]([CH3:25])[CH:24]=1)[O:17][CH2:18][CH2:19][CH2:20][NH:30][NH:31][C:32]([NH2:34])=[NH:33])(=[O:12])=[O:11])#[N:3], predict the reactants needed to synthesize it. The reactants are: Cl.[C:2]([C:4]1[CH:9]=[CH:8][CH:7]=[CH:6][C:5]=1[S:10]([O:13][C:14]1[CH:15]=[C:16]([CH:22]=[C:23]([CH3:25])[CH:24]=1)[O:17][CH2:18][CH2:19][CH:20]=[O:21])(=[O:12])=[O:11])#[N:3].[N+]([O-])(O)=[O:27].[NH2:30][NH:31][C:32]([NH2:34])=[NH:33].O. (5) Given the product [Cl:1][C:2]1[NH:3][C:4]([NH:17][CH2:12][C:13]([CH3:16])([CH3:15])[CH3:14])=[C:5]2[C:9]([N:10]=1)=[N:8][CH:7]=[N:6]2, predict the reactants needed to synthesize it. The reactants are: [Cl:1][C:2]1[N:10]=[C:9]2[C:5]([NH:6][CH:7]=[N:8]2)=[C:4](Cl)[N:3]=1.[CH2:12]([NH2:17])[C:13]([CH3:16])([CH3:15])[CH3:14]. (6) Given the product [C:1]([O:5][C:6](=[O:7])[NH:8][C:9]1[CH:17]=[CH:16][CH:15]=[C:14]2[C:10]=1[CH:11]=[CH:12][N:13]2[C:18]([C:25]1[CH:30]=[CH:29][C:28]([Cl:31])=[CH:27][CH:26]=1)([CH2:23][CH3:24])[CH2:19][OH:20])([CH3:2])([CH3:3])[CH3:4], predict the reactants needed to synthesize it. The reactants are: [C:1]([O:5][C:6]([NH:8][C:9]1[CH:17]=[CH:16][CH:15]=[C:14]2[C:10]=1[CH:11]=[CH:12][N:13]2[C:18]([C:25]1[CH:30]=[CH:29][C:28]([Cl:31])=[CH:27][CH:26]=1)([CH2:23][CH3:24])[C:19](OC)=[O:20])=[O:7])([CH3:4])([CH3:3])[CH3:2].[H-].[Al+3].[Li+].[H-].[H-].[H-].O. (7) Given the product [CH3:1][O:2][C:3](=[O:32])[C:4]1[CH:9]=[CH:8][C:7]([C:10]2[N:11]=[C:12]([CH2:24][C:25]3[CH:30]=[CH:29][C:28]([Br:31])=[CH:27][CH:26]=3)[N:13]([C:15]3[CH:20]=[CH:19][C:18]([NH:21][CH2:34][C:35]([O:37][CH3:38])=[O:36])=[CH:17][CH:16]=3)[CH:14]=2)=[CH:6][CH:5]=1, predict the reactants needed to synthesize it. The reactants are: [CH3:1][O:2][C:3](=[O:32])[C:4]1[CH:9]=[CH:8][C:7]([C:10]2[N:11]=[C:12]([CH2:24][C:25]3[CH:30]=[CH:29][C:28]([Br:31])=[CH:27][CH:26]=3)[N:13]([C:15]3[CH:20]=[CH:19][C:18]([N+:21]([O-])=O)=[CH:17][CH:16]=3)[CH:14]=2)=[CH:6][CH:5]=1.Br[CH2:34][C:35]([O:37][CH3:38])=[O:36].